Dataset: Experimentally validated miRNA-target interactions with 360,000+ pairs, plus equal number of negative samples. Task: Binary Classification. Given a miRNA mature sequence and a target amino acid sequence, predict their likelihood of interaction. (1) The miRNA is rno-miR-133a-3p with sequence UUUGGUCCCCUUCAACCAGCUG. The protein sequence of the target gene is MVMACRVVNKRRHMGLQQLSSFAETGRTFLGPLKSSKFIIDEECHESVLISSTVRLLESLDLTSAVGQLLNEAVQAQNNTYRTGISTLLFLVGAWSSAVEECLHLGVPISIIVSVMSEGLNFCSEEVVSLHVPVHNIFDCMDSTKTFSQLETFSVSLCPFLQVPSDTDLIEELHGLKDVASQTLTISNLSGRPLKSYELFKPQTKVEADNNTSRTLKNSLLADTCCRQSILIHSRHFNRTDNTEGVSKPDGFQEHVTATHKTYRCNDLVELAVGLSHGDHSSMKLVEEAVQLQYQNACVQ.... Result: 0 (no interaction). (2) The miRNA is hsa-miR-7-1-3p with sequence CAACAAAUCACAGUCUGCCAUA. The protein sequence of the target gene is MACGATLKRPMEFEAALLSPGSPKRRRCAPLPGPTPGLRPPDAEPPPPFQTQTPPQSLQQPAPPGSERRLPTPEQIFQNIKQEYSRYQRWRHLEVVLNQSEACASESQPHSSALTAPSSPGSSWMKKDQPTFTLRQVGIICERLLKDYEDKIREEYEQILNTKLAEQYESFVKFTHDQIMRRYGTRPTSYVS. Result: 1 (interaction). (3) The miRNA is hsa-miR-3667-5p with sequence AAAGACCCAUUGAGGAGAAGGU. The protein sequence of the target gene is MEPGGDHRSRSSGGRGGPGPAVASARGRRLPPAGSSGSAEPEEDEGGQDLQLEGGALGSWGSAPLPSSRARGPASSGRKYSDHCEARASRPGKSRIPGRDHRRYYHDHWRLEYLMDFNPARHGMVCMVCGSSLATLKLSTIKRHIRQKHPYSLHWSPREKEVISNSWDAHLGLGACGEAEGLGVQGAEEEEEEEEEEEEEGAGVPACPPKGPGKAPAGGGCRRQRRGGPVAPRARRLRLSASRRAGGSRGLGARRLERRLKESLQNWFRAECLMDYDPRGNRLVCMACGRALPSLHLDDI.... Result: 0 (no interaction). (4) The miRNA is hsa-miR-328-5p with sequence GGGGGGGCAGGAGGGGCUCAGGG. The protein sequence of the target gene is MSLQVLNDKNVSNEKNTENCDFLFSPPEVTGRSSVLRVSQKENVPPKNLAKAMKVTFQTPLRDPQTHRILSPSMASKLEAPFTQDDTLGLENSHPVWTQKENQQLIKEVDAKTTHGILQKPVEADTDLLGDASPAFGSGSSSESGPGALADLDCSSSSQSPGSSENQMVSPGKVSGSPEQAVEENLSSYSLDRRVTPASETLEDPCRTESQHKAETPHGAEEECKAETPHGAEEECRHGGVCAPAAVATSPPGAIPKEACGGAPLQGLPGEALGCPAGVGTPVPADGTQTLTCAHTSAPE.... Result: 1 (interaction). (5) The miRNA is hsa-miR-6846-3p with sequence UGACCCCUUCUGUCUCCCUAG. The protein sequence of the target gene is MGKEQELLEAARTGHLPAVEKLLSGKRLSSGFGGGGGGSGSGGGSGGGGLGSSSHPLSSLLSMWRGPNVNCVDSTGYTPLHHAALNGHRDVVEVLLRNDALTNVADSKGCYPLHLAAWKGDAQIVRLLIQQGPSHTRVNEQNALEIRELKKYGPFDPYINAKNNDNETALHCAAQYGHTEVVKALLEELTDPTMRNNKFETPLDLAALYGRLEVVKLLLGAHPNLLSCSTRKHTPLHLAARNGHKAVVQVLLDAGMDSNYQTEMGSALHEAALFGKTDVVQILLAAGIDVNIKDNRGLTA.... Result: 0 (no interaction). (6) The miRNA is hsa-miR-4763-5p with sequence CGCCUGCCCAGCCCUCCUGCU. The protein sequence of the target gene is MAMQEKYPTEGISHVTSPSSDVIQKGSSLGTEWQTPVISEPFRSRFSRCSSVADSGDTAIGTSCSDIAEDFCSSSGSPPFQPIKSHVTIPTAHVMPSTLGTSPAKPNSTPVGPSSSKLPLSGLAESVGMTRNGDLGAMKHSPGLSRDLMYFSGATGENGIEQSWFPAVGHERQEEARKFDIPSMESTLNQSAMMETLYSDPHHRVRFHNPRTSTSKELYRVLPEAKKAPGSGAVFERNGPHSNSSGVLPLGLQPAPGLSKPLPSQVWQPSPDTWHPREQSCELSTCRQQLELIRLQMEQM.... Result: 0 (no interaction). (7) The miRNA is mmu-miR-3113-5p with sequence GUCCUGGCCCUGGUCCGGGUCC. The protein sequence of the target gene is MFRMLNSSFEDDPFFSESILAHRENMRQMIRSFSEPFGRDLLSISDGRGRAHNRRGHNDGEDSLTHTDVSSFQTMDQMVSNMRNYMQKLERNFGQLSVDPNGHSFCSSSVMTYSKIGDEPPKVFQASTQTRRAPGGIKETRKAMRDSDSGLEKMAIGHHIHDRAHVIKKSKNKKTGDEEVNQEFINMNESDAHAFDEEWQSEVLKYKPGRHNLGNTRMRSVGHENPGSRELKRREKPQQSPAIEHGRRSNVLGDKLHIKGSSVKSNKK. Result: 0 (no interaction). (8) The miRNA is rno-miR-542-3p with sequence UGUGACAGAUUGAUAACUGAAA. The protein sequence of the target gene is MAENGKNCDQRRIAMSKDQHNGSLTDPSSVHEKKRRDREERQNIVLWRQPLITLQYFSLETLVVLKEWTSKLWHRQSIVVSFLLLLAALVATYYVEGAHQQYVQRIEKQFLLYAYWIGLGILSSVGLGTGLHTFLLYLGPHIASVTLAAYECNSVNFPEPPYPDQIICPEEEGAEGAISLWSIISKVRIEACMWGIGTAIGELPPYFMARAARLSGAEPDDEEYQEFEEMLEHAEAAQDFASRAKLAVQKLVQKVGFFGILACASIPNPLFDLAGITCGHFLVPFWTFFGATLIGKAIIK.... Result: 0 (no interaction).